This data is from Retrosynthesis with 50K atom-mapped reactions and 10 reaction types from USPTO. The task is: Predict the reactants needed to synthesize the given product. (1) Given the product CCOc1nc(C)cc(=O)n1Cc1ccc(-c2ccccc2C#N)cc1, predict the reactants needed to synthesize it. The reactants are: CCOc1nc(C)cc(=O)[nH]1.N#Cc1ccccc1-c1ccc(CBr)cc1. (2) Given the product COCCn1ccc(C(=O)O)n1, predict the reactants needed to synthesize it. The reactants are: CCOC(=O)c1ccn(CCOC)n1. (3) Given the product CCOC(=O)C(=CC1CCNCC1)C(=O)OCC, predict the reactants needed to synthesize it. The reactants are: CCOC(=O)C(=Cc1ccncc1)C(=O)OCC. (4) Given the product Cc1ccc2oc(-c3ccccc3-c3nnnn3C(c3ccccc3)(c3ccccc3)c3ccccc3)c(Br)c2c1, predict the reactants needed to synthesize it. The reactants are: Cc1ccc2oc(-c3ccccc3-c3nnn[nH]3)c(Br)c2c1.ClC(c1ccccc1)(c1ccccc1)c1ccccc1. (5) Given the product Cc1ccc(F)cc1S(=O)(=O)N1CCC2(CC1)OCCO2, predict the reactants needed to synthesize it. The reactants are: C1CC2(CCN1)OCCO2.Cc1ccc(F)cc1S(=O)(=O)Cl. (6) The reactants are: CC1CCNCC1.COc1cc2c(cc1Br)C/C(=C\c1ccc(SC(F)(F)F)cc1)C2=O. Given the product COc1cc2c(cc1N1CCC(C)CC1)C/C(=C\c1ccc(SC(F)(F)F)cc1)C2=O, predict the reactants needed to synthesize it. (7) Given the product O=C(O)c1ccc2nonc2c1, predict the reactants needed to synthesize it. The reactants are: CCOC(=O)c1ccc2nonc2c1.